From a dataset of Forward reaction prediction with 1.9M reactions from USPTO patents (1976-2016). Predict the product of the given reaction. (1) The product is: [Cl:21][C:16]1[CH:15]=[C:14]([C:11]2[CH:12]=[CH:13][C:8]3[N:7]=[C:29]([C:31]4[CH:32]=[C:33]([CH:36]=[CH:37][CH:38]=4)[C:34]#[N:35])[CH2:28][C:27](=[O:39])[NH:22][C:9]=3[CH:10]=2)[CH:19]=[CH:18][C:17]=1[Cl:20]. Given the reactants C(OC(=O)[NH:7][C:8]1[CH:13]=[CH:12][C:11]([C:14]2[CH:19]=[CH:18][C:17]([Cl:20])=[C:16]([Cl:21])[CH:15]=2)=[CH:10][C:9]=1[NH2:22])(C)(C)C.CC1(C)O[C:29]([C:31]2[CH:32]=[C:33]([CH:36]=[CH:37][CH:38]=2)[C:34]#[N:35])=[CH:28][C:27](=[O:39])O1.C(O)(C(F)(F)F)=O, predict the reaction product. (2) Given the reactants [NH2:1][CH2:2][CH2:3][NH:4][C:5]1[N:13]=[C:12]([Cl:14])[N:11]=[C:10]2[C:6]=1[N:7]=[CH:8][N:9]2[CH:15]1[CH2:19][CH2:18][CH2:17][CH2:16]1.C(Cl)Cl.C(N(CC)CC)C.[CH3:30][CH:31]([S:33](Cl)(=[O:35])=[O:34])[CH3:32], predict the reaction product. The product is: [Cl:14][C:12]1[N:11]=[C:10]2[C:6]([N:7]=[CH:8][N:9]2[CH:15]2[CH2:19][CH2:18][CH2:17][CH2:16]2)=[C:5]([NH:4][CH2:3][CH2:2][NH:1][S:33]([CH:31]([CH3:32])[CH3:30])(=[O:35])=[O:34])[N:13]=1. (3) The product is: [C:30]([O:29][C:27]([N:24]1[CH2:23][CH2:22][N:21]([CH2:20][C:19]2[CH:18]=[CH:17][C:16]([NH:15][C:6]3[C:5]([C:9]([O:11][CH2:12][CH3:13])=[O:10])=[C:4]([CH3:14])[N:3]=[C:2]([Cl:1])[N:7]=3)=[CH:35][CH:34]=2)[CH2:26][CH2:25]1)=[O:28])([CH3:33])([CH3:31])[CH3:32]. Given the reactants [Cl:1][C:2]1[N:7]=[C:6](Cl)[C:5]([C:9]([O:11][CH2:12][CH3:13])=[O:10])=[C:4]([CH3:14])[N:3]=1.[NH2:15][C:16]1[CH:35]=[CH:34][C:19]([CH2:20][N:21]2[CH2:26][CH2:25][N:24]([C:27]([O:29][C:30]([CH3:33])([CH3:32])[CH3:31])=[O:28])[CH2:23][CH2:22]2)=[CH:18][CH:17]=1, predict the reaction product.